From a dataset of Merck oncology drug combination screen with 23,052 pairs across 39 cell lines. Regression. Given two drug SMILES strings and cell line genomic features, predict the synergy score measuring deviation from expected non-interaction effect. (1) Drug 1: Cn1nnc2c(C(N)=O)ncn2c1=O. Drug 2: Cn1cc(-c2cnn3c(N)c(Br)c(C4CCCNC4)nc23)cn1. Cell line: LNCAP. Synergy scores: synergy=18.6. (2) Drug 1: CC1CC2C3CCC4=CC(=O)C=CC4(C)C3(F)C(O)CC2(C)C1(O)C(=O)CO. Drug 2: CC(C)CC(NC(=O)C(Cc1ccccc1)NC(=O)c1cnccn1)B(O)O. Cell line: VCAP. Synergy scores: synergy=-0.612. (3) Cell line: VCAP. Synergy scores: synergy=15.7. Drug 1: CCc1cnn2c(NCc3ccc[n+]([O-])c3)cc(N3CCCCC3CCO)nc12. Drug 2: Cn1cc(-c2cnn3c(N)c(Br)c(C4CCCNC4)nc23)cn1. (4) Drug 1: N.N.O=C(O)C1(C(=O)O)CCC1.[Pt]. Drug 2: N#Cc1ccc(Cn2cncc2CN2CCN(c3cccc(Cl)c3)C(=O)C2)cc1. Cell line: PA1. Synergy scores: synergy=-4.68. (5) Drug 1: O=C(CCCCCCC(=O)Nc1ccccc1)NO. Drug 2: C=CCn1c(=O)c2cnc(Nc3ccc(N4CCN(C)CC4)cc3)nc2n1-c1cccc(C(C)(C)O)n1. Cell line: SKOV3. Synergy scores: synergy=26.9. (6) Drug 1: O=S1(=O)NC2(CN1CC(F)(F)F)C1CCC2Cc2cc(C=CCN3CCC(C(F)(F)F)CC3)ccc2C1. Cell line: OVCAR3. Drug 2: O=P1(N(CCCl)CCCl)NCCCO1. Synergy scores: synergy=10.4.